From a dataset of Ames mutagenicity test results for genotoxicity prediction. Regression/Classification. Given a drug SMILES string, predict its toxicity properties. Task type varies by dataset: regression for continuous values (e.g., LD50, hERG inhibition percentage) or binary classification for toxic/non-toxic outcomes (e.g., AMES mutagenicity, cardiotoxicity, hepatotoxicity). Dataset: ames. (1) The molecule is Oc1ccc(Cc2ccccc2O)cc1. The result is 0 (non-mutagenic). (2) The molecule is O=[N+]([O-])c1ccc2snc(Cl)c2c1. The result is 1 (mutagenic). (3) The compound is Cc1ccc2nc3ccccc3c(N)c2c1. The result is 1 (mutagenic). (4) The result is 1 (mutagenic). The drug is c1ccc2cc3cc4ccccc4cc3cc2c1. (5) The compound is ClC[C@H](Br)CBr. The result is 1 (mutagenic).